This data is from Forward reaction prediction with 1.9M reactions from USPTO patents (1976-2016). The task is: Predict the product of the given reaction. (1) Given the reactants [S:1]1[CH2:5][CH2:4][N:3]=[C:2]1[C:6]1[NH:7][C:8]2[C:13]([CH:14]=1)=[CH:12][CH:11]=[CH:10][C:9]=2[NH2:15].[CH3:16][S:17]([C:20]1[CH:21]=[C:22]([S:26](Cl)(=[O:28])=[O:27])[CH:23]=[CH:24][CH:25]=1)(=[O:19])=[O:18], predict the reaction product. The product is: [S:1]1[CH2:5][CH2:4][N:3]=[C:2]1[C:6]1[NH:7][C:8]2[C:13]([CH:14]=1)=[CH:12][CH:11]=[CH:10][C:9]=2[N:15]([S:26]([C:22]1[CH:23]=[CH:24][CH:25]=[C:20]([S:17]([CH3:16])(=[O:19])=[O:18])[CH:21]=1)(=[O:28])=[O:27])[S:26]([C:22]1[CH:23]=[CH:24][CH:25]=[C:20]([S:17]([CH3:16])(=[O:19])=[O:18])[CH:21]=1)(=[O:28])=[O:27]. (2) Given the reactants CC(C[AlH]CC(C)C)C.C[O:11][C:12]1[CH:29]=[CH:28][C:27]2[C@@H:26]3[C@:17]([CH:36]=[CH2:37])([C@H:18]4[C@@:22]([CH2:24][C@@H:25]3[CH2:30][CH2:31][CH2:32][CH2:33][CH3:34])([CH3:23])[C@@H:21]([OH:35])[CH2:20][CH2:19]4)[CH2:16][CH2:15][C:14]=2[CH:13]=1.C(O)C.Cl, predict the reaction product. The product is: [CH2:30]([C@H:25]1[CH2:24][C@@:22]2([CH3:23])[C@@H:18]([CH2:19][CH2:20][C@@H:21]2[OH:35])[C@@:17]2([CH:36]=[CH2:37])[C@H:26]1[C:27]1[CH:28]=[CH:29][C:12]([OH:11])=[CH:13][C:14]=1[CH2:15][CH2:16]2)[CH2:31][CH2:32][CH2:33][CH3:34]. (3) Given the reactants [C:1]([C:3]1[CH:4]=[C:5]([C:11]2[N:12]=[CH:13][N:14]([C:16]([N:18]([CH:20]3[CH2:25][CH2:24][CH2:23][CH2:22][CH2:21]3)[CH3:19])=[O:17])[CH:15]=2)[CH:6]=[CH:7][C:8]=1[O:9][CH3:10])#[N:2].C([Sn](CCCC)=O)CCC.[N:36]([Si](C)(C)C)=[N+:37]=[N-:38], predict the reaction product. The product is: [CH:20]1([N:18]([CH3:19])[C:16]([N:14]2[CH:15]=[C:11]([C:5]3[CH:6]=[CH:7][C:8]([O:9][CH3:10])=[C:3]([C:1]4[N:36]=[N:37][NH:38][N:2]=4)[CH:4]=3)[N:12]=[CH:13]2)=[O:17])[CH2:25][CH2:24][CH2:23][CH2:22][CH2:21]1. (4) Given the reactants C1(O[C:8](=[O:23])[NH:9][C:10]2[CH:15]=[C:14]([O:16][CH2:17][CH2:18][O:19][CH3:20])[C:13]([C:21]#[N:22])=[CH:12][N:11]=2)C=CC=CC=1.C(C1C=CC(NC([N:35]2[CH2:41][CH2:40][CH2:39][CH2:38][C:37]3[CH:42]=[CH:43][C:44]([CH:46](OC)[O:47]C)=[N:45][C:36]2=3)=O)=NC=1)#N, predict the reaction product. The product is: [C:21]([C:13]1[C:14]([O:16][CH2:17][CH2:18][O:19][CH3:20])=[CH:15][C:10]([NH:9][C:8]([N:35]2[CH2:41][CH2:40][CH2:39][CH2:38][C:37]3[CH:42]=[CH:43][C:44]([CH:46]=[O:47])=[N:45][C:36]2=3)=[O:23])=[N:11][CH:12]=1)#[N:22]. (5) The product is: [CH3:1][C:2]1[CH:7]=[CH:6][C:5]([C:8]2[CH:13]=[CH:12][C:11]([C:14]([NH:32][NH2:33])=[O:16])=[CH:10][CH:9]=2)=[CH:4][CH:3]=1. Given the reactants [CH3:1][C:2]1[CH:7]=[CH:6][C:5]([C:8]2[CH:13]=[CH:12][C:11]([C:14]([OH:16])=O)=[CH:10][CH:9]=2)=[CH:4][CH:3]=1.CN1CCOCC1.ClC(OCC(C)C)=O.[NH2:32][NH2:33].C([O-])(O)=O.[Na+], predict the reaction product. (6) Given the reactants Cl[C:2]1[N:7]=[C:6]([S:8][CH3:9])[N:5]=[C:4]([N:10]2[C:14]3[CH:15]=[CH:16][CH:17]=[CH:18][C:13]=3[N:12]=[C:11]2[CH:19]([F:21])[F:20])[CH:3]=1.CN(C)C(=O)C.[OH:28][CH2:29][CH:30]1[CH2:35][CH2:34][N:33]([NH:36][C:37]([O:39][C:40]([CH3:43])([CH3:42])[CH3:41])=[O:38])[CH2:32][CH2:31]1.C(=O)([O-])[O-].[Cs+].[Cs+], predict the reaction product. The product is: [F:20][CH:19]([F:21])[C:11]1[N:10]([C:4]2[N:5]=[C:6]([S:8][CH3:9])[N:7]=[C:2]([O:28][CH2:29][CH:30]3[CH2:35][CH2:34][N:33]([NH:36][C:37]([O:39][C:40]([CH3:43])([CH3:42])[CH3:41])=[O:38])[CH2:32][CH2:31]3)[CH:3]=2)[C:14]2[CH:15]=[CH:16][CH:17]=[CH:18][C:13]=2[N:12]=1. (7) Given the reactants [Cl:1][C:2]1[C:3]([F:33])=[C:4]([C:16]([NH:18][C@@H:19]2[CH2:24][CH2:23][N:22]([C:25]([O:27][C:28]([CH3:31])([CH3:30])[CH3:29])=[O:26])[CH2:21][C@@H:20]2[F:32])=[O:17])[N:5](COCC[Si](C)(C)C)[C:6]=1[CH3:7].[F-].C([N+](CCCC)(CCCC)CCCC)CCC.C(N)CN, predict the reaction product. The product is: [Cl:1][C:2]1[C:3]([F:33])=[C:4]([C:16]([NH:18][C@@H:19]2[CH2:24][CH2:23][N:22]([C:25]([O:27][C:28]([CH3:29])([CH3:30])[CH3:31])=[O:26])[CH2:21][C@@H:20]2[F:32])=[O:17])[NH:5][C:6]=1[CH3:7]. (8) Given the reactants Cl[C:2]1[C:7]([C:8]2[CH:13]=[CH:12][CH:11]=[CH:10][CH:9]=2)=[CH:6][N:5]2[CH:14]=[CH:15][N:16]=[C:4]2[N:3]=1.[CH:17]([C:19]1[CH:24]=[CH:23][C:22](B(O)O)=[CH:21][CH:20]=1)=[O:18].C(=O)([O-])[O-].[Na+].[Na+], predict the reaction product. The product is: [C:8]1([C:7]2[C:2]([C:22]3[CH:23]=[CH:24][C:19]([CH:17]=[O:18])=[CH:20][CH:21]=3)=[N:3][C:4]3[N:5]([CH:14]=[CH:15][N:16]=3)[CH:6]=2)[CH:13]=[CH:12][CH:11]=[CH:10][CH:9]=1.